Dataset: NCI-60 drug combinations with 297,098 pairs across 59 cell lines. Task: Regression. Given two drug SMILES strings and cell line genomic features, predict the synergy score measuring deviation from expected non-interaction effect. (1) Drug 1: CC1OCC2C(O1)C(C(C(O2)OC3C4COC(=O)C4C(C5=CC6=C(C=C35)OCO6)C7=CC(=C(C(=C7)OC)O)OC)O)O. Drug 2: C#CCC(CC1=CN=C2C(=N1)C(=NC(=N2)N)N)C3=CC=C(C=C3)C(=O)NC(CCC(=O)O)C(=O)O. Cell line: CCRF-CEM. Synergy scores: CSS=50.2, Synergy_ZIP=-0.402, Synergy_Bliss=-1.55, Synergy_Loewe=-1.13, Synergy_HSA=-1.12. (2) Drug 1: C1=CC=C(C(=C1)C(C2=CC=C(C=C2)Cl)C(Cl)Cl)Cl. Drug 2: CC(C)NC(=O)C1=CC=C(C=C1)CNNC.Cl. Cell line: SR. Synergy scores: CSS=-4.33, Synergy_ZIP=6.82, Synergy_Bliss=7.90, Synergy_Loewe=-0.832, Synergy_HSA=-1.55. (3) Drug 1: CC1C(C(CC(O1)OC2CC(CC3=C2C(=C4C(=C3O)C(=O)C5=C(C4=O)C(=CC=C5)OC)O)(C(=O)C)O)N)O.Cl. Drug 2: C#CCC(CC1=CN=C2C(=N1)C(=NC(=N2)N)N)C3=CC=C(C=C3)C(=O)NC(CCC(=O)O)C(=O)O. Cell line: SR. Synergy scores: CSS=43.2, Synergy_ZIP=-1.93, Synergy_Bliss=-5.54, Synergy_Loewe=-2.94, Synergy_HSA=-2.23. (4) Drug 1: C1CCC(C1)C(CC#N)N2C=C(C=N2)C3=C4C=CNC4=NC=N3. Drug 2: C1CNP(=O)(OC1)N(CCCl)CCCl. Cell line: SK-MEL-5. Synergy scores: CSS=-24.4, Synergy_ZIP=7.62, Synergy_Bliss=-9.10, Synergy_Loewe=-26.0, Synergy_HSA=-26.8. (5) Drug 1: COC1=C(C=C2C(=C1)N=CN=C2NC3=CC(=C(C=C3)F)Cl)OCCCN4CCOCC4. Drug 2: C1=CC=C(C=C1)NC(=O)CCCCCCC(=O)NO. Cell line: HT29. Synergy scores: CSS=46.1, Synergy_ZIP=0.996, Synergy_Bliss=6.61, Synergy_Loewe=5.42, Synergy_HSA=7.37. (6) Drug 1: CC1=CC=C(C=C1)C2=CC(=NN2C3=CC=C(C=C3)S(=O)(=O)N)C(F)(F)F. Drug 2: CC(C)(C#N)C1=CC(=CC(=C1)CN2C=NC=N2)C(C)(C)C#N. Cell line: OVCAR-5. Synergy scores: CSS=1.71, Synergy_ZIP=-0.847, Synergy_Bliss=-1.69, Synergy_Loewe=-1.79, Synergy_HSA=-3.16. (7) Drug 1: CCN(CC)CCNC(=O)C1=C(NC(=C1C)C=C2C3=C(C=CC(=C3)F)NC2=O)C. Drug 2: CC1=C(N=C(N=C1N)C(CC(=O)N)NCC(C(=O)N)N)C(=O)NC(C(C2=CN=CN2)OC3C(C(C(C(O3)CO)O)O)OC4C(C(C(C(O4)CO)O)OC(=O)N)O)C(=O)NC(C)C(C(C)C(=O)NC(C(C)O)C(=O)NCCC5=NC(=CS5)C6=NC(=CS6)C(=O)NCCC[S+](C)C)O. Cell line: HOP-62. Synergy scores: CSS=48.6, Synergy_ZIP=-1.66, Synergy_Bliss=-2.72, Synergy_Loewe=-16.6, Synergy_HSA=0.657.